Dataset: Reaction yield outcomes from USPTO patents with 853,638 reactions. Task: Predict the reaction yield, written as a fraction of the theoretical maximum amount of product (1.0 means a 100% yield; for example, 0.34 means a 34% yield). The reactants are FC(F)(F)C(O)=O.[Cl:8][C:9]1[CH:10]=[C:11]([CH:30]=[CH:31][C:32]=1[O:33][CH2:34][C:35]1[CH:40]=[CH:39][CH:38]=[C:37]([F:41])[CH:36]=1)[NH:12][C:13]1[C:22]2[C:17](=[CH:18][C:19]([OH:29])=[CH:20][C:21]=2[O:23][CH:24]2[CH2:28][CH2:27][O:26][CH2:25]2)[N:16]=[CH:15][N:14]=1.Br[CH2:43][CH2:44][Cl:45]. No catalyst specified. The product is [Cl:45][CH2:44][CH2:43][O:29][C:19]1[CH:18]=[C:17]2[C:22]([C:13]([NH:12][C:11]3[CH:30]=[CH:31][C:32]([O:33][CH2:34][C:35]4[CH:40]=[CH:39][CH:38]=[C:37]([F:41])[CH:36]=4)=[C:9]([Cl:8])[CH:10]=3)=[N:14][CH:15]=[N:16]2)=[C:21]([O:23][CH:24]2[CH2:28][CH2:27][O:26][CH2:25]2)[CH:20]=1. The yield is 1.00.